From a dataset of Catalyst prediction with 721,799 reactions and 888 catalyst types from USPTO. Predict which catalyst facilitates the given reaction. (1) Product: [Cl:1][C:2]1[CH:7]=[CH:6][C:5]([CH:8]2[C:17]3[C:12](=[CH:13][CH:14]=[CH:15][CH:16]=3)[CH2:11][CH2:10][N:9]2[C:26]([NH:25][C:22]2[CH:23]=[CH:24][C:19]([F:18])=[CH:20][CH:21]=2)=[O:27])=[CH:4][CH:3]=1. The catalyst class is: 2. Reactant: [Cl:1][C:2]1[CH:7]=[CH:6][C:5]([CH:8]2[C:17]3[C:12](=[CH:13][CH:14]=[CH:15][CH:16]=3)[CH2:11][CH2:10][NH:9]2)=[CH:4][CH:3]=1.[F:18][C:19]1[CH:24]=[CH:23][C:22]([N:25]=[C:26]=[O:27])=[CH:21][CH:20]=1. (2) Reactant: [CH3:1][O:2][C:3]1[N:11]=[C:10]([O:12][CH3:13])[CH:9]=[CH:8][C:4]=1[C:5]([OH:7])=O.Cl.C(N=C=NCCCN(C)C)C.[NH2:26][CH:27]1[CH2:32][CH2:31][CH:30]([O:33][C:34](=[O:36])[CH3:35])[CH2:29][CH:28]1[C:37]1[CH:42]=[CH:41][C:40]([O:43][CH3:44])=[C:39]([O:45][CH2:46][CH3:47])[CH:38]=1. Product: [CH3:1][O:2][C:3]1[C:4]([C:5]([NH:26][CH:27]2[CH2:32][CH2:31][CH:30]([O:33][C:34](=[O:36])[CH3:35])[CH2:29][CH:28]2[C:37]2[CH:42]=[CH:41][C:40]([O:43][CH3:44])=[C:39]([O:45][CH2:46][CH3:47])[CH:38]=2)=[O:7])=[CH:8][CH:9]=[C:10]([O:12][CH3:13])[N:11]=1. The catalyst class is: 119. (3) Reactant: C(O)(=O)C.[CH:5](N)=[NH:6].[NH2:8][C:9]1[CH:17]=[CH:16][C:15]([C:18]([C:20]2[N:24]3[CH:25]=[CH:26][CH:27]=[CH:28][C:23]3=[CH:22][N:21]=2)=[O:19])=[CH:14][C:10]=1[C:11](O)=[O:12].[OH-].[Na+]. Product: [CH:22]1[N:21]=[C:20]([C:18]([C:15]2[CH:14]=[C:10]3[C:9](=[CH:17][CH:16]=2)[N:8]=[CH:5][NH:6][C:11]3=[O:12])=[O:19])[N:24]2[CH:25]=[CH:26][CH:27]=[CH:28][C:23]=12. The catalyst class is: 8.